This data is from Forward reaction prediction with 1.9M reactions from USPTO patents (1976-2016). The task is: Predict the product of the given reaction. Given the reactants [C:1]([C:4]1[C:22](=[O:23])[C@@:8]2([CH3:24])[C:9]3[C:15]([OH:16])=[CH:14][C:13]([O:17][CH3:18])=[C:12]([C:19]([NH2:21])=[O:20])[C:10]=3[O:11][C:7]2=[CH:6][C:5]=1[OH:25])(=[O:3])[CH3:2].[F:26][C:27]1[C:36]2[C:31](=[CH:32][CH:33]=[CH:34][CH:35]=2)[C:30]([CH:37]=O)=[CH:29][CH:28]=1.C([SiH](CC)CC)C.FC(F)(F)C(O)=O, predict the reaction product. The product is: [C:1]([C:4]1[C:22](=[O:23])[C@@:8]2([CH3:24])[C:9]3[C:15]([OH:16])=[CH:14][C:13]([O:17][CH3:18])=[C:12]([C:19]([NH:21][CH2:37][C:30]4[C:31]5[C:36](=[CH:35][CH:34]=[CH:33][CH:32]=5)[C:27]([F:26])=[CH:28][CH:29]=4)=[O:20])[C:10]=3[O:11][C:7]2=[CH:6][C:5]=1[OH:25])(=[O:3])[CH3:2].